From a dataset of Catalyst prediction with 721,799 reactions and 888 catalyst types from USPTO. Predict which catalyst facilitates the given reaction. (1) Reactant: C([O:4][C:5]1[N:6]=[C:7]([C:27]([N:29]([CH3:31])[CH3:30])=[O:28])[C:8]2[CH2:9][CH2:10][N:11]([CH2:18][C:19]3[CH:24]=[CH:23][C:22]([O:25][CH3:26])=[CH:21][CH:20]=3)[C:12](=[O:17])[C:13]=2[C:14]=1[O:15][CH3:16])(=O)C.C[O-].[Na+]. The catalyst class is: 5. Product: [OH:4][C:5]1[N:6]=[C:7]([C:27]([N:29]([CH3:31])[CH3:30])=[O:28])[C:8]2[CH2:9][CH2:10][N:11]([CH2:18][C:19]3[CH:24]=[CH:23][C:22]([O:25][CH3:26])=[CH:21][CH:20]=3)[C:12](=[O:17])[C:13]=2[C:14]=1[O:15][CH3:16]. (2) Reactant: C(OC(N1[C:12](=[O:13])[C:11]([C:15]2[CH:20]=[CH:19][CH:18]=[C:17]([Br:21])[N:16]=2)([CH3:14])[N:10](C(OC(C)(C)C)=O)C1=O)=O)(C)(C)C.[OH-:30].[Na+]. Product: [NH2:10][C:11]([C:15]1[CH:20]=[CH:19][CH:18]=[C:17]([Br:21])[N:16]=1)([CH3:14])[C:12]([OH:13])=[O:30]. The catalyst class is: 513. (3) Reactant: [CH3:1][C:2]1[O:3][C:4]2[C:5](=[C:7]([OH:11])[CH:8]=[CH:9][CH:10]=2)[CH:6]=1.[O:12]1[CH2:14][C@H:13]1[CH2:15]OS(C1C=CC=C([N+]([O-])=O)C=1)(=O)=O.C([O-])([O-])=O.[Cs+].[Cs+]. Product: [CH3:1][C:2]1[O:3][C:4]2[CH:10]=[CH:9][CH:8]=[C:7]([O:11][CH2:15][C@@H:13]3[CH2:14][O:12]3)[C:5]=2[CH:6]=1. The catalyst class is: 3. (4) Reactant: C(OC([N:8]1[CH2:13][CH2:12][CH:11]([NH:14][CH2:15][CH:16]([OH:26])[CH2:17][O:18][C:19]2[CH:24]=[CH:23][CH:22]=[CH:21][C:20]=2[Cl:25])[CH2:10][CH2:9]1)=O)(C)(C)C.Cl.[OH-].[Na+]. Product: [Cl:25][C:20]1[CH:21]=[CH:22][CH:23]=[CH:24][C:19]=1[O:18][CH2:17][CH:16]([OH:26])[CH2:15][NH:14][CH:11]1[CH2:10][CH2:9][NH:8][CH2:13][CH2:12]1. The catalyst class is: 1. (5) Reactant: [N+:1]([C:4]1[CH:5]=[C:6]([CH:20]=[CH:21][CH:22]=1)[CH2:7][NH:8][S:9]([NH:12][C:13](=O)OC(C)(C)C)(=[O:11])=[O:10])([O-:3])=[O:2].[C:23]1(P(C2C=CC=CC=2)C2C=CC=CC=2)C=CC=CC=1. Product: [N+:1]([C:4]1[CH:5]=[C:6]([CH:20]=[CH:21][CH:22]=1)[CH2:7][NH:8][S:9]([NH:12][CH2:13][CH3:23])(=[O:11])=[O:10])([O-:3])=[O:2]. The catalyst class is: 219. (6) Reactant: C(OC(=O)[NH:7][CH2:8][CH2:9][NH:10][C:11]([C:13]1[C:14]2[CH2:38][CH2:37][CH2:36][CH2:35][C:15]=2[S:16][C:17]=1[NH:18][C:19](=[O:34])[CH2:20][N:21]1[C:29]2[CH2:28][CH2:27][CH2:26][CH2:25][C:24]=2[C:23]([C:30]([F:33])([F:32])[F:31])=[N:22]1)=[O:12])(C)(C)C.C(N(CC)CC)C.[CH3:47][S:48](Cl)(=[O:50])=[O:49]. Product: [CH3:47][S:48]([NH:7][CH2:8][CH2:9][NH:10][C:11]([C:13]1[C:14]2[CH2:38][CH2:37][CH2:36][CH2:35][C:15]=2[S:16][C:17]=1[NH:18][C:19](=[O:34])[CH2:20][N:21]1[C:29]2[CH2:28][CH2:27][CH2:26][CH2:25][C:24]=2[C:23]([C:30]([F:32])([F:33])[F:31])=[N:22]1)=[O:12])(=[O:50])=[O:49]. The catalyst class is: 157. (7) Reactant: C(OC([N:8]1[CH2:13][CH2:12][C:11]([C:22]#[N:23])([C:14]2[CH:19]=[CH:18][C:17]([Cl:20])=[CH:16][C:15]=2[Cl:21])[CH2:10][CH2:9]1)=O)(C)(C)C. Product: [Cl:21][C:15]1[CH:16]=[C:17]([Cl:20])[CH:18]=[CH:19][C:14]=1[C:11]1([C:22]#[N:23])[CH2:12][CH2:13][NH:8][CH2:9][CH2:10]1. The catalyst class is: 281. (8) Reactant: C(O[C@H]1C[C@@H](C2C=CN=CC=2)OC2(CCNCC2)C1)C.CCN=C=NCCCN(C)C.[CH:32]([O:35][C:36]1[CH:44]=[CH:43][C:39]([C:40](O)=[O:41])=[CH:38][C:37]=1[CH3:45])([CH3:34])[CH3:33].CCN(C(C)C)C(C)C. Product: [CH:32]([O:35][C:36]1[CH:44]=[CH:43][C:39]([CH:40]=[O:41])=[CH:38][C:37]=1[CH3:45])([CH3:34])[CH3:33]. The catalyst class is: 4. (9) Reactant: [Cl:1][C:2]1[C:7]([C:8]([NH:10][C:11]2[CH:16]=[CH:15][C:14]([N:17]3[C:31]4[C:22](=[C:23]5[C:28](=[CH:29][CH:30]=4)[CH:27]=[N:26][CH:25]=[CH:24]5)[NH:21][C:20](=[O:32])[CH2:19][C:18]3=[O:33])=[CH:13][CH:12]=2)=[O:9])=[CH:6][CH:5]=[CH:4][N:3]=1.[BH4-].[Na+].O.C(=O)([O-])[O-].[Na+].[Na+]. Product: [Cl:1][C:2]1[C:7]([C:8]([NH:10][C:11]2[CH:12]=[CH:13][C:14]([N:17]3[C:31]4[C:22](=[C:23]5[C:28](=[CH:29][CH:30]=4)[CH2:27][NH:26][CH2:25][CH2:24]5)[NH:21][C:20](=[O:32])[CH2:19][C:18]3=[O:33])=[CH:15][CH:16]=2)=[O:9])=[CH:6][CH:5]=[CH:4][N:3]=1. The catalyst class is: 15. (10) Reactant: [CH:1]1([NH2:4])[CH2:3][CH2:2]1.C(N(CC)CC)C.Cl[CH2:13][C:14]1[N:15]=[C:16]([CH:19]2[CH2:24][CH:23]([C:25]3[CH:30]=[CH:29][C:28]([CH2:31][CH3:32])=[CH:27][CH:26]=3)[CH2:22][N:21]([C:33]([N:35]3[CH2:40][CH2:39][O:38][CH2:37][CH2:36]3)=[O:34])[CH2:20]2)[S:17][CH:18]=1. Product: [CH:1]1([NH:4][CH2:13][C:14]2[N:15]=[C:16]([CH:19]3[CH2:24][CH:23]([C:25]4[CH:26]=[CH:27][C:28]([CH2:31][CH3:32])=[CH:29][CH:30]=4)[CH2:22][N:21]([C:33]([N:35]4[CH2:36][CH2:37][O:38][CH2:39][CH2:40]4)=[O:34])[CH2:20]3)[S:17][CH:18]=2)[CH2:3][CH2:2]1. The catalyst class is: 60.